This data is from Forward reaction prediction with 1.9M reactions from USPTO patents (1976-2016). The task is: Predict the product of the given reaction. (1) Given the reactants BrC1C=CC(O)=C([C:8]2[CH:17]=[CH:16][C:15]3[C:10](=[CH:11][CH:12]=[C:13]([C:18]4[N:22]([CH:23]5[CH2:28][CH2:27][CH2:26][CH2:25][CH2:24]5)[C:21]5[CH:29]=[CH:30][C:31]([C:33]([OH:35])=[O:34])=[CH:32][C:20]=5[N:19]=4)[CH:14]=3)[N:9]=2)C=1.C(OC(C1C=CC2N(C3CCCCC3)C(C3C=CC(N)=C(C=O)C=3)=NC=2C=1)=O)C.[CH3:66][C:67]1[C:71](C(=O)C)=[C:70]([CH3:75])[N:69]([C:76]2[CH:81]=[CH:80][CH:79]=[CH:78][CH:77]=2)[N:68]=1.[OH-].[K+], predict the reaction product. The product is: [CH:23]1([N:22]2[C:21]3[CH:29]=[CH:30][C:31]([C:33]([OH:35])=[O:34])=[CH:32][C:20]=3[N:19]=[C:18]2[C:13]2[CH:14]=[C:15]3[C:10](=[CH:11][CH:12]=2)[N:9]=[C:8]([C:71]2[C:67]([CH3:66])=[N:68][N:69]([C:76]4[CH:77]=[CH:78][CH:79]=[CH:80][CH:81]=4)[C:70]=2[CH3:75])[CH:17]=[CH:16]3)[CH2:24][CH2:25][CH2:26][CH2:27][CH2:28]1. (2) Given the reactants [OH:1][CH:2]([C:4]1[NH:5][C:6]2[C:12]([O:13][CH3:14])=[CH:11][CH:10]=[CH:9][C:7]=2[N:8]=1)[CH3:3], predict the reaction product. The product is: [C:2]([C:4]1[NH:5][C:6]2[C:12]([O:13][CH3:14])=[CH:11][CH:10]=[CH:9][C:7]=2[N:8]=1)(=[O:1])[CH3:3]. (3) Given the reactants [Cl:1][C:2]1[N:7]=[CH:6][C:5]([NH:8][CH3:9])=[C:4]([C:10]2[C:11]([CH3:16])=[N:12][CH:13]=[CH:14][CH:15]=2)[CH:3]=1.C([Li])CCC.[F:22][C:23]([F:41])([F:40])[C:24]1[CH:25]=[C:26]([C:34]([CH3:39])([CH3:38])[C:35](Cl)=[O:36])[CH:27]=[C:28]([C:30]([F:33])([F:32])[F:31])[CH:29]=1.[OH-].[Na+], predict the reaction product. The product is: [F:33][C:30]([F:31])([F:32])[C:28]1[CH:27]=[C:26]([C:34]([CH3:38])([CH3:39])[C:35]([N:8]([C:5]2[CH:6]=[N:7][C:2]([Cl:1])=[CH:3][C:4]=2[C:10]2[C:11]([CH3:16])=[N:12][CH:13]=[CH:14][CH:15]=2)[CH3:9])=[O:36])[CH:25]=[C:24]([C:23]([F:40])([F:22])[F:41])[CH:29]=1.